From a dataset of Experimentally validated miRNA-target interactions with 360,000+ pairs, plus equal number of negative samples. Binary Classification. Given a miRNA mature sequence and a target amino acid sequence, predict their likelihood of interaction. (1) The miRNA is hsa-miR-6764-5p with sequence UCCCAGGGUCUGGUCAGAGUUG. The protein sequence of the target gene is MAAGELEGGKPLSGLLNALAQDTFHGYPGITEELLRSQLYPEVPPEEFRPFLAKMRGILKSIASADMDFNQLEAFLTAQTKKQGGITSDQAAVISKFWKSHKTKIRESLMNQSRWNSGLRGLSWRVDGKSQSRHSAQIHTPVAIIELELGKYGQESEFLCLEFDEVKVNQILKTLSEVEESISTLISQPN. Result: 0 (no interaction). (2) The protein sequence of the target gene is MAAPASVMGPLGPSALGLLLLLLVVAPPRVAALVHRQPENQGISLTGSVACGRPSMEGKILGGVPAPERKWPWQVSVHYAGLHVCGGSILNEYWVLSAAHCFHRDKNIKIYDMYVGLVNLRVAGNHTQWYEVNRVILHPTYEMYHPIGGDVALVQLKTRIVFSESVLPVCLATPEVNLTSANCWATGWGLVSKQGETSDELQEMQLPLILEPWCHLLYGHMSYIMPDMLCAGDILNAKTVCEGDSGGPLVCEFNRSWLQIGIVSWGRGCSNPLYPGVYASVSYFSKWICDNIEITPTPAQ.... The miRNA is hsa-miR-6891-5p with sequence UAAGGAGGGGGAUGAGGGG. Result: 0 (no interaction).